This data is from Forward reaction prediction with 1.9M reactions from USPTO patents (1976-2016). The task is: Predict the product of the given reaction. (1) Given the reactants [Cl-].CS(C)=O.[O:6]([C@H:14]([C@H:22]([O:25][Si:26]([C:29]([CH3:32])([CH3:31])[CH3:30])([CH3:28])[CH3:27])[CH2:23][OH:24])[CH2:15][CH2:16][CH2:17][C:18]([O:20][CH3:21])=[O:19])[Si:7]([C:10]([CH3:13])([CH3:12])[CH3:11])([CH3:9])[CH3:8].C(N(CC)CC)C, predict the reaction product. The product is: [O:6]([C@H:14]([C@@H:22]([O:25][Si:26]([C:29]([CH3:32])([CH3:31])[CH3:30])([CH3:27])[CH3:28])[CH:23]=[O:24])[CH2:15][CH2:16][CH2:17][C:18]([O:20][CH3:21])=[O:19])[Si:7]([C:10]([CH3:11])([CH3:13])[CH3:12])([CH3:9])[CH3:8]. (2) Given the reactants Cl[C:2]1[CH:7]=[CH:6][C:5]([N+:8]([O-:10])=[O:9])=[CH:4][N:3]=1.[CH3:11][NH:12][CH3:13].CO, predict the reaction product. The product is: [CH3:11][N:12]([CH3:13])[C:2]1[CH:7]=[CH:6][C:5]([N+:8]([O-:10])=[O:9])=[CH:4][N:3]=1. (3) The product is: [CH3:1][N:2]([CH2:22][C:23]#[CH:24])[C:3](=[O:21])[O:4][CH2:5][C@H:6]([NH2:13])[C:7]1[CH:12]=[CH:11][CH:10]=[CH:9][CH:8]=1. Given the reactants [CH3:1][N:2]([CH2:22][C:23]#[CH:24])[C:3](=[O:21])[O:4][CH2:5][C@H:6]([NH:13]C(OC(C)(C)C)=O)[C:7]1[CH:12]=[CH:11][CH:10]=[CH:9][CH:8]=1.C([SiH](CC)CC)C.FC(F)(F)C(O)=O, predict the reaction product. (4) The product is: [C:2]([OH:8])([C:4]([F:7])([F:6])[F:5])=[O:3].[CH3:61][O:62][C:63](=[O:64])[NH:65][C@@H:66]([CH:70]1[CH2:4][CH2:2][O:8][CH2:74][CH2:75]1)[C:67]([N:99]1[C@H:45]([C:43]2[NH:42][CH:41]=[C:40]([C:35]3[CH:34]=[CH:33][C:32]4[C:37](=[CH:38][CH:39]=[C:30]([C:29]#[C:28][C:25]5[N:24]=[C:23]([C@@H:22]6[CH2:21][C@@H:20]7[C@@H:18]([CH2:19]7)[N:17]6[C:15](=[O:16])[C@@H:14]([NH:13][C:11]([O:10][CH3:9])=[O:12])[CH:58]([CH3:60])[CH3:59])[NH:27][CH:26]=5)[CH:31]=4)[CH:36]=3)[N:44]=2)[CH2:95][C@@H:96]2[C@H:98]1[CH2:97]2)=[O:69]. Given the reactants Cl.[C:2]([OH:8])([C:4]([F:7])([F:6])[F:5])=[O:3].[CH3:9][O:10][C:11]([NH:13][C@@H:14]([CH:58]([CH3:60])[CH3:59])[C:15]([N:17]1[C@H:22]([C:23]2[NH:24][C:25]([C:28]#[C:29][C:30]3[CH:31]=[C:32]4[C:37](=[CH:38][CH:39]=3)[CH:36]=[C:35]([C:40]3[NH:44][C:43]([C@@H:45]5C[C@@H]6[C@@H](C6)N5C(OC(C)(C)C)=O)=[N:42][CH:41]=3)[CH:34]=[CH:33]4)=[CH:26][N:27]=2)[CH2:21][C@@H:20]2[C@H:18]1[CH2:19]2)=[O:16])=[O:12].[CH3:61][O:62][C:63]([NH:65][C@@H:66]([CH:70]1[CH2:75][CH2:74]OCC1)[C:67]([OH:69])=O)=[O:64].CCN(C(C)C)C(C)C.CN(C(ON1N=N[C:95]2[CH:96]=[CH:97][CH:98]=[N:99]C1=2)=[N+](C)C)C.F[P-](F)(F)(F)(F)F, predict the reaction product. (5) The product is: [CH:17]1([N:1]2[CH2:6][CH2:5][CH:4]([CH2:7][CH2:8][CH2:9][OH:10])[CH2:3][CH2:2]2)[CH2:21][CH2:20][CH2:19][CH2:18]1. Given the reactants [NH:1]1[CH2:6][CH2:5][CH:4]([CH2:7][CH2:8][CH2:9][OH:10])[CH2:3][CH2:2]1.C(=O)([O-])[O-].[K+].[K+].[CH:17]1(Br)[CH2:21][CH2:20][CH2:19][CH2:18]1, predict the reaction product.